This data is from Peptide-MHC class I binding affinity with 185,985 pairs from IEDB/IMGT. The task is: Regression. Given a peptide amino acid sequence and an MHC pseudo amino acid sequence, predict their binding affinity value. This is MHC class I binding data. (1) The peptide sequence is KLNWASQIY. The MHC is HLA-A26:01 with pseudo-sequence HLA-A26:01. The binding affinity (normalized) is 0. (2) The peptide sequence is VALVPHVGM. The MHC is H-2-Db with pseudo-sequence H-2-Db. The binding affinity (normalized) is 0.0770. (3) The peptide sequence is WFGHLASDW. The MHC is HLA-A24:02 with pseudo-sequence HLA-A24:02. The binding affinity (normalized) is 0.318. (4) The peptide sequence is LRTELTYL. The MHC is Mamu-B08 with pseudo-sequence Mamu-B08. The binding affinity (normalized) is 0.744. (5) The peptide sequence is ANKQYIHCFR. The MHC is HLA-A68:01 with pseudo-sequence HLA-A68:01. The binding affinity (normalized) is 0.151. (6) The peptide sequence is VQFSILNNPV. The MHC is HLA-A68:02 with pseudo-sequence HLA-A68:02. The binding affinity (normalized) is 0.0213. (7) The peptide sequence is ATIMPHNLY. The MHC is HLA-B46:01 with pseudo-sequence HLA-B46:01. The binding affinity (normalized) is 0.0847.